This data is from Full USPTO retrosynthesis dataset with 1.9M reactions from patents (1976-2016). The task is: Predict the reactants needed to synthesize the given product. Given the product [Cl:1][C:2]1[CH:7]=[C:6]([Cl:8])[CH:5]=[CH:4][C:3]=1[N:9]1[C:10]2=[N:11][C:12]3[CH:26]=[CH:25][CH:24]=[C:23]([N:27]([CH2:30][CH3:31])[CH2:28][CH3:29])[C:13]=3[N:14]2[CH2:15][CH:16]1[CH2:17][C:18]([O:20][CH3:21])=[O:19], predict the reactants needed to synthesize it. The reactants are: [Cl:1][C:2]1[CH:7]=[C:6]([Cl:8])[CH:5]=[CH:4][C:3]=1[NH:9][C:10]1[N:14]([CH2:15][CH:16](O)[CH2:17][C:18]([O:20][CH3:21])=[O:19])[C:13]2[C:23]([N:27]([CH2:30][CH3:31])[CH2:28][CH3:29])=[CH:24][CH:25]=[CH:26][C:12]=2[N:11]=1.CS(Cl)(=O)=O.C(=O)([O-])[O-].[K+].[K+].